Predict the reactants needed to synthesize the given product. From a dataset of Retrosynthesis with 50K atom-mapped reactions and 10 reaction types from USPTO. (1) Given the product c1ccc(COc2ccc3ccc4cccc5ccc2c3c45)cc1, predict the reactants needed to synthesize it. The reactants are: BrCc1ccccc1.Oc1ccc2ccc3cccc4ccc1c2c34. (2) Given the product O=C(NCc1cc(C(F)(F)F)cc(C(F)(F)F)c1)C1(CC2CC2)CCN(Cc2ccc3ccn(C4CC4)c(=O)c3c2)CC1, predict the reactants needed to synthesize it. The reactants are: O=C(NCc1cc(C(F)(F)F)cc(C(F)(F)F)c1)C1(CC2CC2)CCN(Cc2ccc3cc[nH]c(=O)c3c2)CC1.OB(O)C1CC1. (3) Given the product CNC(=O)Cc1cn(C)c2ccc(F)c(OCc3cccc(Cl)c3)c12, predict the reactants needed to synthesize it. The reactants are: CNC(=O)Cc1cn(C)c2ccc(F)c(O)c12.Clc1cccc(CBr)c1. (4) The reactants are: CC(C)CN(Cc1cscn1)C1CCN(C(=O)OC(C)(C)C)CC1. Given the product CC(C)CN(Cc1cscn1)C1CCNCC1, predict the reactants needed to synthesize it. (5) Given the product O=C(c1ccccc1)c1c(-c2ccc(OCC3CO3)cc2)oc2ccccc12, predict the reactants needed to synthesize it. The reactants are: ClCC1CO1.O=C(c1ccccc1)c1c(-c2ccc(O)cc2)oc2ccccc12. (6) Given the product CN1C(=O)CCN(C2CCCC2)c2nc(Nc3cc(F)c(C(=O)O)cc3Cl)ncc21, predict the reactants needed to synthesize it. The reactants are: CN1C(=O)CCN(C2CCCC2)c2nc(Nc3cc(F)c(C(=O)OC(C)(C)C)cc3Cl)ncc21. (7) Given the product C[C@H](NC(=O)OC(C)(C)C)c1ccc(CN2CCC(F)(F)CC2)c(F)c1, predict the reactants needed to synthesize it. The reactants are: C[C@H](NC(=O)OC(C)(C)C)c1ccc(C=O)c(F)c1.FC1(F)CCNCC1. (8) The reactants are: COC(=O)c1cc(NC(=O)CCCCCl)cc([N+](=O)[O-])c1. Given the product COC(=O)c1cc(N2CCCCC2=O)cc([N+](=O)[O-])c1, predict the reactants needed to synthesize it. (9) The reactants are: CC(C)(C)OC(=O)N1CCNC(=O)C1.N#Cc1cccc(CBr)c1. Given the product CC(C)(C)OC(=O)N1CCN(Cc2cccc(C#N)c2)C(=O)C1, predict the reactants needed to synthesize it. (10) The reactants are: CC(C)CNC[C@@H]1CCCN1C(=O)OC(C)(C)C.O=Cc1cc(Cl)cc(Cl)c1. Given the product CC(C)CN(Cc1cc(Cl)cc(Cl)c1)C[C@@H]1CCCN1C(=O)OC(C)(C)C, predict the reactants needed to synthesize it.